This data is from Reaction yield outcomes from USPTO patents with 853,638 reactions. The task is: Predict the reaction yield, written as a fraction of the theoretical maximum amount of product (1.0 means a 100% yield; for example, 0.34 means a 34% yield). (1) The reactants are [CH3:1][O:2][C:3](=[O:41])[C:4]1[CH:9]=[CH:8][C:7]([O:10][CH2:11][CH2:12][C:13]2[C:21]3[C:16](=[CH:17][CH:18]=[C:19]([Cl:22])[CH:20]=3)[N:15]([CH:23]([C:30]3[CH:35]=[CH:34][CH:33]=[CH:32][CH:31]=3)[C:24]3[CH:29]=[CH:28][CH:27]=[CH:26][CH:25]=3)[C:14]=2[CH:36]=[CH:37][C:38]([OH:40])=[O:39])=[CH:6][CH:5]=1. The catalyst is CO.[Pt]. The product is [CH3:1][O:2][C:3](=[O:41])[C:4]1[CH:5]=[CH:6][C:7]([O:10][CH2:11][CH2:12][C:13]2[C:21]3[C:16](=[CH:17][CH:18]=[C:19]([Cl:22])[CH:20]=3)[N:15]([CH:23]([C:30]3[CH:31]=[CH:32][CH:33]=[CH:34][CH:35]=3)[C:24]3[CH:29]=[CH:28][CH:27]=[CH:26][CH:25]=3)[C:14]=2[CH2:36][CH2:37][C:38]([OH:40])=[O:39])=[CH:8][CH:9]=1. The yield is 0.790. (2) The reactants are [C:1](OC(=O)C)(=[O:3])[CH3:2].ClC1C=CC=CC=1Cl.[Br:16][C:17]1[C:30]2[C:29](=[O:31])[C:28]3[C:23](=[CH:24][CH:25]=[CH:26][CH:27]=3)[C:22](=[O:32])[C:21]=2[C:20]([NH:33][CH:34]2[CH2:39][CH2:38][CH2:37][CH2:36][CH2:35]2)=[CH:19][CH:18]=1. The catalyst is CO.S(=O)(=O)(O)O. The product is [C:1]([N:33]([CH:34]1[CH2:39][CH2:38][CH2:37][CH2:36][CH2:35]1)[C:20]1[C:21]2[C:22](=[O:32])[C:23]3[C:28](=[CH:27][CH:26]=[CH:25][CH:24]=3)[C:29](=[O:31])[C:30]=2[C:17]([Br:16])=[CH:18][CH:19]=1)(=[O:3])[CH3:2]. The yield is 0.701.